Dataset: NCI-60 drug combinations with 297,098 pairs across 59 cell lines. Task: Regression. Given two drug SMILES strings and cell line genomic features, predict the synergy score measuring deviation from expected non-interaction effect. (1) Drug 1: CCN(CC)CCNC(=O)C1=C(NC(=C1C)C=C2C3=C(C=CC(=C3)F)NC2=O)C. Drug 2: CN1C2=C(C=C(C=C2)N(CCCl)CCCl)N=C1CCCC(=O)O.Cl. Cell line: MOLT-4. Synergy scores: CSS=-4.82, Synergy_ZIP=-0.252, Synergy_Bliss=-6.18, Synergy_Loewe=-11.9, Synergy_HSA=-10.5. (2) Drug 1: CCC1=CC2CC(C3=C(CN(C2)C1)C4=CC=CC=C4N3)(C5=C(C=C6C(=C5)C78CCN9C7C(C=CC9)(C(C(C8N6C)(C(=O)OC)O)OC(=O)C)CC)OC)C(=O)OC.C(C(C(=O)O)O)(C(=O)O)O. Drug 2: CC1C(C(CC(O1)OC2CC(CC3=C2C(=C4C(=C3O)C(=O)C5=C(C4=O)C(=CC=C5)OC)O)(C(=O)CO)O)N)O.Cl. Cell line: SF-268. Synergy scores: CSS=47.2, Synergy_ZIP=0.809, Synergy_Bliss=2.75, Synergy_Loewe=1.48, Synergy_HSA=4.15.